This data is from Reaction yield outcomes from USPTO patents with 853,638 reactions. The task is: Predict the reaction yield, written as a fraction of the theoretical maximum amount of product (1.0 means a 100% yield; for example, 0.34 means a 34% yield). (1) The reactants are [CH3:1][O:2][C:3]1[CH:8]=[CH:7][C:6]([OH:9])=[CH:5][CH:4]=1.[H-].[Na+].[Cl:12][C:13]1[CH:18]=[C:17]([N+]([O-])=O)[CH:16]=[CH:15][N:14]=1. No catalyst specified. The product is [Cl:12][C:13]1[CH:18]=[C:17]([O:9][C:6]2[CH:7]=[CH:8][C:3]([O:2][CH3:1])=[CH:4][CH:5]=2)[CH:16]=[CH:15][N:14]=1. The yield is 0.990. (2) The reactants are [H-].[Na+].[OH:3][C:4]1[CH:11]=[CH:10][C:7]([C:8]#[N:9])=[CH:6][CH:5]=1.Br[CH2:13][CH:14]1[CH2:19][CH2:18][N:17]([C:20]([O:22][C:23]([CH3:26])([CH3:25])[CH3:24])=[O:21])[CH2:16][CH2:15]1.O. The yield is 0.590. The catalyst is CN(C=O)C. The product is [C:8]([C:7]1[CH:10]=[CH:11][C:4]([O:3][CH2:13][CH:14]2[CH2:19][CH2:18][N:17]([C:20]([O:22][C:23]([CH3:24])([CH3:26])[CH3:25])=[O:21])[CH2:16][CH2:15]2)=[CH:5][CH:6]=1)#[N:9]. (3) The reactants are [Cl:1][C:2]1[CH:7]=[CH:6][C:5]([C:8]2[CH:13]=[CH:12][CH:11]=[CH:10][C:9]=2[N+:14]([O-])=O)=[C:4]([CH3:17])[CH:3]=1.C1(P(C2C=CC=CC=2)C2C=CC=CC=2)C=CC=CC=1. The product is [Cl:1][C:2]1[CH:3]=[C:4]([CH3:17])[C:5]2[C:8]3[C:9](=[CH:10][CH:11]=[CH:12][CH:13]=3)[NH:14][C:6]=2[CH:7]=1. The catalyst is ClC1C=CC=CC=1Cl. The yield is 0.890. (4) The reactants are [H-].[Na+].[Br:3][C:4]1[CH:9]=[CH:8][CH:7]=[CH:6][C:5]=1[OH:10].Cl[C:12]1[C:13]2[C:18]([N:19]=[C:20]3[C:25]=1[CH:24]=[CH:23][CH:22]=[CH:21]3)=[CH:17][CH:16]=[CH:15][CH:14]=2. The catalyst is CN(C)C=O. The product is [Br:3][C:4]1[CH:9]=[CH:8][CH:7]=[CH:6][C:5]=1[O:10][C:12]1[C:13]2[C:18]([N:19]=[C:20]3[C:25]=1[CH:24]=[CH:23][CH:22]=[CH:21]3)=[CH:17][CH:16]=[CH:15][CH:14]=2. The yield is 0.710. (5) The reactants are [F:1][C:2]1[CH:7]=[CH:6][C:5]([NH:8][C:9]2[S:13][C:12]3=[N:14][CH:15]=[C:16](I)[N:11]3[N:10]=2)=[CH:4][CH:3]=1.[OH:18][C:19]1[CH:24]=[CH:23][C:22](B(O)O)=[CH:21][CH:20]=1.C(=O)([O-])[O-].[Cs+].[Cs+].O. The catalyst is O1CCOCC1.[Pd].C1(P(C2C=CC=CC=2)C2C=CC=CC=2)C=CC=CC=1.C1(P(C2C=CC=CC=2)C2C=CC=CC=2)C=CC=CC=1.C1(P(C2C=CC=CC=2)C2C=CC=CC=2)C=CC=CC=1.C1(P(C2C=CC=CC=2)C2C=CC=CC=2)C=CC=CC=1. The product is [F:1][C:2]1[CH:7]=[CH:6][C:5]([NH:8][C:9]2[S:13][C:12]3=[N:14][CH:15]=[C:16]([C:22]4[CH:23]=[CH:24][C:19]([OH:18])=[CH:20][CH:21]=4)[N:11]3[N:10]=2)=[CH:4][CH:3]=1. The yield is 0.360. (6) The reactants are [NH2:1][C:2]1[N:6]([CH3:7])[C:5](=[O:8])[C:4]([C:16]2[CH:20]=[C:19]([C:21](=[O:24])[CH2:22][CH3:23])[N:18]([CH2:25][CH3:26])[CH:17]=2)([C:9]2[CH:14]=[CH:13][CH:12]=[C:11]([OH:15])[CH:10]=2)[N:3]=1.C([O-])([O-])=O.[Cs+].[Cs+].I[CH2:34][CH2:35][CH3:36]. The catalyst is CN(C=O)C. The product is [NH2:1][C:2]1[N:6]([CH3:7])[C:5](=[O:8])[C:4]([C:16]2[CH:20]=[C:19]([C:21](=[O:24])[CH2:22][CH3:23])[N:18]([CH2:25][CH3:26])[CH:17]=2)([C:9]2[CH:14]=[CH:13][CH:12]=[C:11]([O:15][CH2:34][CH2:35][CH3:36])[CH:10]=2)[N:3]=1. The yield is 0.450. (7) The reactants are [NH2:1][C@H:2]1[CH2:7][CH2:6][CH2:5][N:4]([CH:8]2[CH2:13][CH2:12][N:11]([C:14]([O:16][C:17]([CH3:20])([CH3:19])[CH3:18])=[O:15])[CH2:10][CH2:9]2)[C:3]1=[O:21].Br[C:23]1[CH:28]=[CH:27][C:26]([S:29]([CH3:32])(=[O:31])=[O:30])=[CH:25][C:24]=1[F:33].CC([O-])(C)C.[Na+]. The catalyst is C1(C)C=CC=CC=1.C1C=CC(/C=C/C(/C=C/C2C=CC=CC=2)=O)=CC=1.C1C=CC(/C=C/C(/C=C/C2C=CC=CC=2)=O)=CC=1.C1C=CC(/C=C/C(/C=C/C2C=CC=CC=2)=O)=CC=1.[Pd].[Pd].C1(P(C2C=CC=CC=2)C2C=CC3C(=CC=CC=3)C=2C2C3C(=CC=CC=3)C=CC=2P(C2C=CC=CC=2)C2C=CC=CC=2)C=CC=CC=1. The product is [F:33][C:24]1[CH:25]=[C:26]([S:29]([CH3:32])(=[O:31])=[O:30])[CH:27]=[CH:28][C:23]=1[NH:1][CH:2]1[CH2:7][CH2:6][CH2:5][N:4]([CH:8]2[CH2:9][CH2:10][N:11]([C:14]([O:16][C:17]([CH3:18])([CH3:20])[CH3:19])=[O:15])[CH2:12][CH2:13]2)[C:3]1=[O:21]. The yield is 1.06.